From a dataset of Full USPTO retrosynthesis dataset with 1.9M reactions from patents (1976-2016). Predict the reactants needed to synthesize the given product. (1) Given the product [Cl:1][C:2]1[CH:3]=[C:4]([N:37]2[CH2:38][CH2:39][NH:40][CH2:41][CH2:42]2)[CH:5]=[CH:6][C:7]=1[NH:8][C:9]1[N:14]=[C:13]([CH2:15][C:16]2[C:17]([Cl:23])=[CH:18][CH:19]=[CH:20][C:21]=2[Cl:22])[C:12]2[N:24]=[CH:25][NH:26][C:11]=2[C:10]=1[C:35]([NH2:36])=[O:52], predict the reactants needed to synthesize it. The reactants are: [Cl:1][C:2]1[CH:3]=[C:4]([N:37]2[CH2:42][CH2:41][N:40](C(OC(C)(C)C)=O)[CH2:39][CH2:38]2)[CH:5]=[CH:6][C:7]=1[NH:8][C:9]1[N:14]=[C:13]([CH2:15][C:16]2[C:21]([Cl:22])=[CH:20][CH:19]=[CH:18][C:17]=2[Cl:23])[C:12]2[N:24]=[CH:25][N:26](COCC[Si](C)(C)C)[C:11]=2[C:10]=1[C:35]#[N:36].O.C(=O)([O-])[O-:52].[Na+].[Na+]. (2) Given the product [F:12][C:11]([F:14])([F:13])[O:10][C:7]1[CH:8]=[CH:9][C:2]2[S:17][C:16]([C:15]([O:19][CH3:20])=[O:18])=[CH:4][C:3]=2[CH:6]=1, predict the reactants needed to synthesize it. The reactants are: F[C:2]1[CH:9]=[CH:8][C:7]([O:10][C:11]([F:14])([F:13])[F:12])=[CH:6][C:3]=1[CH:4]=O.[C:15]([O:19][CH3:20])(=[O:18])[CH2:16][SH:17].C(=O)([O-])[O-].[K+].[K+].CN(C)C=O. (3) Given the product [CH3:1][O:2][C:3](=[O:14])[C:4]([C:6]1[CH:7]=[CH:8][C:9]([CH2:12][Br:15])=[CH:10][CH:11]=1)([CH3:5])[CH3:13], predict the reactants needed to synthesize it. The reactants are: [CH3:1][O:2][C:3](=[O:14])[C:4]([CH3:13])([C:6]1[CH:11]=[CH:10][C:9]([CH3:12])=[CH:8][CH:7]=1)[CH3:5].[Br:15]N1C(=O)CCC1=O. (4) Given the product [Cl:1][CH2:2][CH2:3][CH2:4][S:5]([O:8][CH2:9][C:10]([CH3:24])([CH3:23])[C@@H:11]([O:15][CH2:16][C:17]1[CH:22]=[CH:21][CH:20]=[CH:19][CH:18]=1)[C:12]([O:14][CH2:38][CH2:37][N:31]1[CH2:36][CH2:35][O:34][CH2:33][CH2:32]1)=[O:13])(=[O:6])=[O:7], predict the reactants needed to synthesize it. The reactants are: [Cl:1][CH2:2][CH2:3][CH2:4][S:5]([O:8][CH2:9][C:10]([CH3:24])([CH3:23])[C@@H:11]([O:15][CH2:16][C:17]1[CH:22]=[CH:21][CH:20]=[CH:19][CH:18]=1)[C:12]([OH:14])=[O:13])(=[O:7])=[O:6].C(Cl)(=O)C(Cl)=O.[N:31]1([CH2:37][CH2:38]O)[CH2:36][CH2:35][O:34][CH2:33][CH2:32]1.N1C=CC=CC=1. (5) Given the product [CH3:15][C:14]([CH3:17])([CH3:16])[C:13]#[C:12][C:10]1[CH:9]=[CH:8][C:3]([C:4]([OH:6])=[O:5])=[C:2]([F:1])[CH:11]=1, predict the reactants needed to synthesize it. The reactants are: [F:1][C:2]1[CH:11]=[C:10]([C:12]#[C:13][C:14]([CH3:17])([CH3:16])[CH3:15])[CH:9]=[CH:8][C:3]=1[C:4]([O:6]C)=[O:5].O.[OH-].[Li+]. (6) The reactants are: [Cl:1][C:2]1[CH:14]=[C:13]([Cl:15])[CH:12]=[CH:11][C:3]=1[CH2:4][NH:5][C@H:6]1[CH2:10][CH2:9][NH:8][CH2:7]1.C(N(C(C)C)CC)(C)C.[Br:25][C:26]1[CH:27]=[N:28][C:29](Cl)=[N:30][CH:31]=1.O. Given the product [Br:25][C:26]1[CH:27]=[N:28][C:29]([N:8]2[CH2:9][CH2:10][C@H:6]([NH:5][CH2:4][C:3]3[CH:11]=[CH:12][C:13]([Cl:15])=[CH:14][C:2]=3[Cl:1])[CH2:7]2)=[N:30][CH:31]=1, predict the reactants needed to synthesize it.